From a dataset of Reaction yield outcomes from USPTO patents with 853,638 reactions. Predict the reaction yield, written as a fraction of the theoretical maximum amount of product (1.0 means a 100% yield; for example, 0.34 means a 34% yield). The reactants are [OH:1][CH:2]([CH2:23][NH:24][C:25]1[CH:30]=[CH:29][CH:28]=[C:27]([O:31][CH3:32])[CH:26]=1)[CH2:3][N:4]1[C:12]2[CH:11]=[CH:10][C:9]([CH3:13])=[CH:8][C:7]=2[C:6]2[CH2:14][N:15]([C:18](OCC)=O)[CH2:16][CH2:17][C:5]1=2.[H-].[H-].[H-].[H-].[Li+].[Al+3].CO. The catalyst is C1COCC1. The product is [CH3:18][N:15]1[CH2:16][CH2:17][C:5]2[N:4]([CH2:3][CH:2]([OH:1])[CH2:23][NH:24][C:25]3[CH:30]=[CH:29][CH:28]=[C:27]([O:31][CH3:32])[CH:26]=3)[C:12]3[CH:11]=[CH:10][C:9]([CH3:13])=[CH:8][C:7]=3[C:6]=2[CH2:14]1. The yield is 0.0500.